Dataset: NCI-60 drug combinations with 297,098 pairs across 59 cell lines. Task: Regression. Given two drug SMILES strings and cell line genomic features, predict the synergy score measuring deviation from expected non-interaction effect. Drug 1: CC1CCC2CC(C(=CC=CC=CC(CC(C(=O)C(C(C(=CC(C(=O)CC(OC(=O)C3CCCCN3C(=O)C(=O)C1(O2)O)C(C)CC4CCC(C(C4)OC)OP(=O)(C)C)C)C)O)OC)C)C)C)OC. Drug 2: CC1CC(C(C(C=C(C(C(C=CC=C(C(=O)NC2=CC(=O)C(=C(C1)C2=O)OC)C)OC)OC(=O)N)C)C)O)OC. Cell line: T-47D. Synergy scores: CSS=26.8, Synergy_ZIP=7.88, Synergy_Bliss=12.3, Synergy_Loewe=8.88, Synergy_HSA=13.1.